Dataset: Forward reaction prediction with 1.9M reactions from USPTO patents (1976-2016). Task: Predict the product of the given reaction. Given the reactants Br[C:2]1[C:3]([NH2:9])=[N:4][CH:5]=[C:6]([Br:8])[N:7]=1.CCN(C(C)C)C(C)C.[Si:19]([C:23]#[CH:24])([CH3:22])([CH3:21])[CH3:20], predict the reaction product. The product is: [Br:8][C:6]1[N:7]=[C:2]([C:24]#[C:23][Si:19]([CH3:22])([CH3:21])[CH3:20])[C:3]([NH2:9])=[N:4][CH:5]=1.